Dataset: Full USPTO retrosynthesis dataset with 1.9M reactions from patents (1976-2016). Task: Predict the reactants needed to synthesize the given product. (1) Given the product [CH3:24][N:2]([CH3:1])[N:3]=[CH:4][C:5]1[CH:13]=[CH:12][CH:11]=[C:10]2[C:6]=1[C:7](=[O:23])[O:30][C:9]2=[O:14], predict the reactants needed to synthesize it. The reactants are: [CH3:1][N:2]([CH3:24])[N:3]=[CH:4][C:5]1[CH:13]=[CH:12][CH:11]=[C:10]2[C:6]=1[C:7](=[O:23])N(C1CCC(=O)NC1=O)[C:9]2=[O:14].CN(C)N=CC1[O:30]C=CC=1.FC(F)(F)C(O)=O. (2) The reactants are: [OH:1][C:2]1[CH:3]=[C:4]([CH:7]=[C:8]([OH:10])[CH:9]=1)[CH:5]=[O:6].CN(C=O)C.CC(C)([O-])C.[F:21][C:22]1[CH:29]=[CH:28][CH:27]=[CH:26][C:23]=1[CH2:24]Br. Given the product [F:21][C:22]1[CH:29]=[CH:28][CH:27]=[CH:26][C:23]=1[CH2:24][O:1][C:2]1[CH:3]=[C:4]([CH:7]=[C:8]([OH:10])[CH:9]=1)[CH:5]=[O:6], predict the reactants needed to synthesize it. (3) Given the product [CH3:7][O:6][C:4]([C:3]1[CH:8]=[CH:9][CH:10]=[CH:11][C:2]=1[C:12]1[C:21]2[C:16](=[CH:17][CH:18]=[CH:19][CH:20]=2)[C:15]([C:2]2[CH:11]=[CH:10][CH:9]=[CH:8][C:3]=2[C:4]([O:6][CH3:7])=[O:5])=[CH:14][CH:13]=1)=[O:5], predict the reactants needed to synthesize it. The reactants are: Br[C:2]1[CH:11]=[CH:10][CH:9]=[CH:8][C:3]=1[C:4]([O:6][CH3:7])=[O:5].[C:12]1(B(O)O)[C:21]2[C:16](=[CH:17][CH:18]=[CH:19][CH:20]=2)[C:15](B(O)O)=[CH:14][CH:13]=1.P([O-])([O-])([O-])=O.